From a dataset of Full USPTO retrosynthesis dataset with 1.9M reactions from patents (1976-2016). Predict the reactants needed to synthesize the given product. (1) Given the product [N:1]1([S:11]([C:14]2[CH:15]=[C:16]([N:20]3[C:25](=[O:26])[C:24]4=[C:27]([C:41]([OH:40])([CH3:42])[CH3:35])[S:28][CH:29]=[C:23]4[NH:22][C:21]3=[O:34])[CH:17]=[CH:18][CH:19]=2)(=[O:13])=[O:12])[C:10]2[C:5](=[CH:6][CH:7]=[CH:8][CH:9]=2)[CH2:4][CH2:3][CH2:2]1, predict the reactants needed to synthesize it. The reactants are: [N:1]1([S:11]([C:14]2[CH:15]=[C:16]([N:20]3[C:25](=[O:26])[C:24]4=[C:27](C(OC)=O)[S:28][CH:29]=[C:23]4[NH:22][C:21]3=[O:34])[CH:17]=[CH:18][CH:19]=2)(=[O:13])=[O:12])[C:10]2[C:5](=[CH:6][CH:7]=[CH:8][CH:9]=2)[CH2:4][CH2:3][CH2:2]1.[CH3:35][Mg]Br.C([O:40][CH2:41][CH3:42])C. (2) Given the product [CH2:1]([C:3]1[CH:4]=[CH:5][C:6]([CH2:9][CH2:10][O:11][C:12]2[CH:17]=[CH:16][C:15]([CH2:18][C@H:19]3[S:23][C:22](=[O:24])[NH:21][C:20]3=[O:25])=[CH:14][CH:13]=2)=[N:7][CH:8]=1)[CH3:2], predict the reactants needed to synthesize it. The reactants are: [CH2:1]([C:3]1[CH:4]=[CH:5][C:6]([CH2:9][CH2:10][O:11][C:12]2[CH:17]=[CH:16][C:15](/[CH:18]=[C:19]3\[C:20](=[O:25])[NH:21][C:22](=[O:24])[S:23]\3)=[CH:14][CH:13]=2)=[N:7][CH:8]=1)[CH3:2].CN(C1C=CC=CN=1)CCOC1C=CC(CC2SC(=O)NC2=O)=CC=1. (3) Given the product [CH3:39][O:38][C:36](=[O:37])[C@@H:20]([NH:19][C:18]([C@@H:17]1[CH2:16][C:15]2[CH:14]=[C:13]3[O:41][CH2:42][C@@H:43]([C:45]4[CH:50]=[CH:49][C:48]([O:51][CH2:52][C:53]5[CH:58]=[CH:57][C:56]([Cl:59])=[C:55]([Cl:60])[CH:54]=5)=[CH:47][CH:46]=4)[O:44][C:12]3=[CH:11][C:10]=2[CH2:9][NH:8]1)=[O:40])[CH2:21][C:22]1[CH:27]=[CH:26][C:25]([C:28]2[CH:33]=[CH:32][N:31]=[C:30]([CH3:34])[C:29]=2[CH3:35])=[CH:24][CH:23]=1, predict the reactants needed to synthesize it. The reactants are: C(OC([N:8]1[C@H:17]([C:18](=[O:40])[NH:19][C@H:20]([C:36]([O:38][CH3:39])=[O:37])[CH2:21][C:22]2[CH:27]=[CH:26][C:25]([C:28]3[CH:33]=[CH:32][N:31]=[C:30]([CH3:34])[C:29]=3[CH3:35])=[CH:24][CH:23]=2)[CH2:16][C:15]2[CH:14]=[C:13]3[O:41][CH2:42][C@@H:43]([C:45]4[CH:50]=[CH:49][C:48]([O:51][CH2:52][C:53]5[CH:58]=[CH:57][C:56]([Cl:59])=[C:55]([Cl:60])[CH:54]=5)=[CH:47][CH:46]=4)[O:44][C:12]3=[CH:11][C:10]=2[CH2:9]1)=O)(C)(C)C.Cl. (4) Given the product [C:1]([O:4][CH2:5][CH:6]1[CH:11]([O:12][C:13](=[O:15])[CH3:14])[CH:10]([O:16][C:17](=[O:19])[CH3:18])[CH:9]([O:20][C:21](=[O:23])[CH3:22])[CH:8]([O:24][C:25]2[CH:29]=[CH:28][S:27][C:26]=2[CH:30]=[CH2:32])[O:7]1)(=[O:3])[CH3:2], predict the reactants needed to synthesize it. The reactants are: [C:1]([O:4][CH2:5][CH:6]1[CH:11]([O:12][C:13](=[O:15])[CH3:14])[CH:10]([O:16][C:17](=[O:19])[CH3:18])[CH:9]([O:20][C:21](=[O:23])[CH3:22])[CH:8]([O:24][C:25]2[CH:29]=[CH:28][S:27][C:26]=2[CH:30]=O)[O:7]1)(=[O:3])[CH3:2].[C:32](=O)([O-])[O-].[K+].[K+].O. (5) Given the product [CH2:34]([C:36]1[CH:41]=[CH:40][CH:39]=[C:38]([CH2:42][CH3:43])[C:37]=1[C:16]1[N:15]=[C:14]([N:11]2[CH2:12][CH2:13][N:8]([C:6]([O:5][C:1]([CH3:4])([CH3:3])[CH3:2])=[O:7])[CH2:9][CH2:10]2)[C:19]([CH2:20][O:21][C:22]2[CH:27]=[C:26]([CH:28]([CH3:30])[CH3:29])[CH:25]=[CH:24][C:23]=2[CH3:31])=[C:18]([CH3:32])[N:17]=1)[CH3:35], predict the reactants needed to synthesize it. The reactants are: [C:1]([O:5][C:6]([N:8]1[CH2:13][CH2:12][N:11]([C:14]2[C:19]([CH2:20][O:21][C:22]3[CH:27]=[C:26]([CH:28]([CH3:30])[CH3:29])[CH:25]=[CH:24][C:23]=3[CH3:31])=[C:18]([CH3:32])[N:17]=[C:16](Cl)[N:15]=2)[CH2:10][CH2:9]1)=[O:7])([CH3:4])([CH3:3])[CH3:2].[CH2:34]([C:36]1[CH:41]=[CH:40][CH:39]=[C:38]([CH2:42][CH3:43])[C:37]=1B(O)O)[CH3:35].C(=O)([O-])[O-].[Na+].[Na+].